From a dataset of Reaction yield outcomes from USPTO patents with 853,638 reactions. Predict the reaction yield, written as a fraction of the theoretical maximum amount of product (1.0 means a 100% yield; for example, 0.34 means a 34% yield). (1) The reactants are [Si]([O:8][CH2:9][C:10]1[CH:15]=[CH:14][C:13]([N:16]2[CH2:20][CH:19]=[C:18]([O:21][C:22]3[CH:27]=[CH:26][C:25]([CH:28]4[CH2:30][CH2:29]4)=[CH:24][CH:23]=3)[C:17]2=[O:31])=[CH:12][C:11]=1[O:32][CH3:33])(C(C)(C)C)(C)C.Cl. The catalyst is O1CCCC1. The product is [CH:28]1([C:25]2[CH:26]=[CH:27][C:22]([O:21][C:18]3[C:17](=[O:31])[N:16]([C:13]4[CH:14]=[CH:15][C:10]([CH2:9][OH:8])=[C:11]([O:32][CH3:33])[CH:12]=4)[CH2:20][CH:19]=3)=[CH:23][CH:24]=2)[CH2:30][CH2:29]1. The yield is 0.636. (2) The reactants are [CH3:1][O:2][C:3](=[O:15])[C:4]1[C:5](=[C:10](I)[CH:11]=[CH:12][CH:13]=1)[C:6]([O:8][CH3:9])=[O:7].[CH3:16][N:17]([CH3:30])[CH2:18][CH2:19][O:20][C:21]1[CH:26]=[C:25]([O:27][CH3:28])[CH:24]=[CH:23][C:22]=1[NH2:29].C1C=CC(P(C2C(C3C(P(C4C=CC=CC=4)C4C=CC=CC=4)=CC=C4C=3C=CC=C4)=C3C(C=CC=C3)=CC=2)C2C=CC=CC=2)=CC=1.C(=O)([O-])[O-].[Cs+].[Cs+]. The catalyst is C1(C)C=CC=CC=1.C(Cl)Cl.C1C=CC(/C=C/C(/C=C/C2C=CC=CC=2)=O)=CC=1.C1C=CC(/C=C/C(/C=C/C2C=CC=CC=2)=O)=CC=1.C1C=CC(/C=C/C(/C=C/C2C=CC=CC=2)=O)=CC=1.[Pd].[Pd]. The product is [CH3:1][O:2][C:3](=[O:15])[C:4]1[C:5](=[C:10]([NH:29][C:22]2[CH:23]=[CH:24][C:25]([O:27][CH3:28])=[CH:26][C:21]=2[O:20][CH2:19][CH2:18][N:17]([CH3:16])[CH3:30])[CH:11]=[CH:12][CH:13]=1)[C:6]([O:8][CH3:9])=[O:7]. The yield is 0.200. (3) The reactants are [CH3:1][O:2][C:3]1[CH:27]=[CH:26][C:6]([CH2:7][N:8]2[CH:12]=[C:11]([C:13]([O:15][CH2:16][CH3:17])=[O:14])[C:10]([NH:18][CH2:19][C:20]3[CH:24]=[CH:23][N:22]([CH3:25])[N:21]=3)=[N:9]2)=[CH:5][CH:4]=1.[H-].[Na+].Br[CH2:31][CH:32]=[CH2:33]. The catalyst is C1COCC1.CN(C=O)C. The product is [CH2:33]([N:18]([CH2:19][C:20]1[CH:24]=[CH:23][N:22]([CH3:25])[N:21]=1)[C:10]1[C:11]([C:13]([O:15][CH2:16][CH3:17])=[O:14])=[CH:12][N:8]([CH2:7][C:6]2[CH:5]=[CH:4][C:3]([O:2][CH3:1])=[CH:27][CH:26]=2)[N:9]=1)[CH:32]=[CH2:31]. The yield is 0.820. (4) The reactants are [CH3:1][C:2]1[N:6]([CH2:7][C:8]2[C:17]3[C:12](=[CH:13][CH:14]=[CH:15][CH:16]=3)[CH:11]=[CH:10][CH:9]=2)[C:5]2[CH:18]=[C:19]([N:25]3[CH2:30][CH2:29][O:28][CH2:27][CH2:26]3)[CH:20]=[C:21]([C:22]([NH2:24])=O)[C:4]=2[N:3]=1.O=P(Cl)(Cl)Cl. The catalyst is ClCCl.CN(C=O)C. The product is [CH3:1][C:2]1[N:6]([CH2:7][C:8]2[C:17]3[C:12](=[CH:13][CH:14]=[CH:15][CH:16]=3)[CH:11]=[CH:10][CH:9]=2)[C:5]2[CH:18]=[C:19]([N:25]3[CH2:30][CH2:29][O:28][CH2:27][CH2:26]3)[CH:20]=[C:21]([C:22]#[N:24])[C:4]=2[N:3]=1. The yield is 0.640. (5) The reactants are Br[C:2]1[CH:3]=[CH:4][C:5]2[O:14][C:13]3[CH2:12][CH2:11][N:10]([C:15]([O:17][C:18]([CH3:21])([CH3:20])[CH3:19])=[O:16])[CH2:9][C:8]=3[C:6]=2[CH:7]=1.[CH3:22][C:23]1[CH:28]=[CH:27][C:26]([S:29]([O-:31])=[O:30])=[CH:25][CH:24]=1.[Na+]. No catalyst specified. The product is [CH3:22][C:23]1[CH:28]=[CH:27][C:26]([S:29]([C:2]2[CH:3]=[CH:4][C:5]3[O:14][C:13]4[CH2:12][CH2:11][N:10]([C:15]([O:17][C:18]([CH3:21])([CH3:20])[CH3:19])=[O:16])[CH2:9][C:8]=4[C:6]=3[CH:7]=2)(=[O:31])=[O:30])=[CH:25][CH:24]=1. The yield is 0.330. (6) The reactants are [CH3:1][C:2]1([CH3:32])[CH2:7][C:6](=O)[CH2:5][C:4](C)([CH3:9])[P:3]1[C:11]1[CH:16]=[CH:15][CH:14]=[CH:13][C:12]=1[C:17]1[C:22]([CH:23]([CH3:25])[CH3:24])=[CH:21][C:20]([CH:26]([CH3:28])[CH3:27])=[CH:19][C:18]=1[CH:29]([CH3:31])[CH3:30].B(F)(F)F.CC[O:39][CH2:40][CH3:41].P.C[Si](C=[N+]=[N-])(C)C. The catalyst is Cl. The product is [CH3:9][C:4]1([CH3:5])[CH2:41][C:40](=[O:39])[CH2:6][CH2:7][C:2]([CH3:32])([CH3:1])[P:3]1[C:11]1[CH:16]=[CH:15][CH:14]=[CH:13][C:12]=1[C:17]1[C:18]([CH:29]([CH3:31])[CH3:30])=[CH:19][C:20]([CH:26]([CH3:28])[CH3:27])=[CH:21][C:22]=1[CH:23]([CH3:25])[CH3:24]. The yield is 0.630.